This data is from Forward reaction prediction with 1.9M reactions from USPTO patents (1976-2016). The task is: Predict the product of the given reaction. (1) The product is: [ClH:61].[CH3:54][N:52]1[CH:53]=[C:49]([C:45]2[CH:44]=[C:43]([C:40]3[N:39]=[CH:38][C:37]([C:35]4[CH:34]=[N:33][N:32]([CH:29]5[CH2:30][CH2:31][NH:26][CH2:27][CH2:28]5)[CH:36]=4)=[CH:42][N:41]=3)[CH:48]=[CH:47][CH:46]=2)[N:50]=[N:51]1. Given the reactants [F-].C([N+](CCCC)(CCCC)CCCC)CCC.C(OC([N:26]1[CH2:31][CH2:30][CH:29]([N:32]2[CH:36]=[C:35]([C:37]3[CH:38]=[N:39][C:40]([C:43]4[CH:48]=[CH:47][CH:46]=[C:45]([C:49]5[N:50]=[N:51][N:52]([CH2:54][Si](C)(C)C)[CH:53]=5)[CH:44]=4)=[N:41][CH:42]=3)[CH:34]=[N:33]2)[CH2:28][CH2:27]1)=O)(C)(C)C.CO.[ClH:61].O1CCOCC1, predict the reaction product. (2) The product is: [Br:9][C:10]1[CH:11]=[CH:12][C:13]([C@@H:14]2[C:19]3[C:18](=[CH:23][CH:22]=[CH:21][CH:20]=3)[CH2:17][C@H:16]([CH3:24])[NH:15]2)=[CH:25][CH:26]=1. Given the reactants FC(F)(F)S(O)(=O)=O.[Br:9][C:10]1[CH:26]=[CH:25][C:13]([CH:14]=[N:15][C@@H:16]([CH3:24])[CH2:17][C:18]2[CH:23]=[CH:22][CH:21]=[CH:20][CH:19]=2)=[CH:12][CH:11]=1.[OH-].[Na+], predict the reaction product. (3) Given the reactants [N:1]([CH2:4][C:5]1[N:10]=[C:9]([NH:11][C:12]([NH:14][C:15]2[N:16]=[C:17]([C:20]3[CH:25]=[CH:24][N:23]=[CH:22][CH:21]=3)[S:18][CH:19]=2)=[O:13])[CH:8]=[CH:7][CH:6]=1)=[N+]=[N-], predict the reaction product. The product is: [NH2:1][CH2:4][C:5]1[N:10]=[C:9]([NH:11][C:12]([NH:14][C:15]2[N:16]=[C:17]([C:20]3[CH:25]=[CH:24][N:23]=[CH:22][CH:21]=3)[S:18][CH:19]=2)=[O:13])[CH:8]=[CH:7][CH:6]=1. (4) Given the reactants C(NC(C)C)(C)C.[Li]CCCC.[Br:13][C:14]1[CH:19]=[C:18]([Si:20]([CH2:25][CH3:26])([CH2:23][CH3:24])[CH2:21][CH3:22])[C:17]([F:27])=[CH:16][N:15]=1.CN(C)[C:30](=[O:32])[CH3:31].Cl, predict the reaction product. The product is: [Br:13][C:14]1[N:15]=[C:16]([C:30](=[O:32])[CH3:31])[C:17]([F:27])=[C:18]([Si:20]([CH2:25][CH3:26])([CH2:23][CH3:24])[CH2:21][CH3:22])[CH:19]=1. (5) Given the reactants [F:1][C:2]([F:13])([F:12])[C:3]1[CH:4]=[CH:5][CH:6]=[C:7]([C:9](=[O:11])[CH3:10])[CH:8]=1.CO[CH:16](OC)[N:17]([CH3:19])[CH3:18], predict the reaction product. The product is: [CH3:16][N:17]([CH3:19])/[CH:18]=[CH:10]/[C:9]([C:7]1[CH:6]=[CH:5][CH:4]=[C:3]([C:2]([F:12])([F:13])[F:1])[CH:8]=1)=[O:11]. (6) Given the reactants [Br:1][C:2]1[CH:10]=[C:9]2[C:5]([CH2:6][CH2:7][C:8]2=[O:11])=[CH:4][CH:3]=1.C=O.[C:14]1(B(O)O)C=CC=CC=1.FC(F)(F)C(O)=O, predict the reaction product. The product is: [Br:1][C:2]1[CH:10]=[C:9]2[C:5]([CH2:6][C:7](=[CH2:14])[C:8]2=[O:11])=[CH:4][CH:3]=1.